From a dataset of Forward reaction prediction with 1.9M reactions from USPTO patents (1976-2016). Predict the product of the given reaction. (1) Given the reactants [CH2:1]([CH:4]([CH2:11][CH:12]=[CH2:13])[CH:5](O)[CH2:6][C:7](O)=O)[CH2:2][CH3:3].C([O-])(=O)C.[K+].[H-].[Na+].COP([CH2:27][C:28]([O:30][C:31]([CH3:34])([CH3:33])[CH3:32])=[O:29])(OC)=O, predict the reaction product. The product is: [CH2:1]([C:4]1[CH2:11][C@@H:12]2[C@H:6]([CH:5]=1)[C:7](=[CH:27][C:28]([O:30][C:31]([CH3:34])([CH3:33])[CH3:32])=[O:29])[CH2:13]2)[CH2:2][CH3:3]. (2) Given the reactants C1(=O)C2C(=CC=CC=2)C(=O)[N:2]1[C:11]1[C:12]2[CH:19]=[CH:18][N:17]([C@H:20]3[C@:24]([C:26]#[CH:27])([OH:25])[C@H:23]([OH:28])[C@@H:22]([CH2:29][OH:30])[O:21]3)[C:13]=2[N:14]=[CH:15][N:16]=1.C(N)CCC, predict the reaction product. The product is: [NH2:2][C:11]1[C:12]2[CH:19]=[CH:18][N:17]([C@H:20]3[C@:24]([C:26]#[CH:27])([OH:25])[C@H:23]([OH:28])[C@@H:22]([CH2:29][OH:30])[O:21]3)[C:13]=2[N:14]=[CH:15][N:16]=1. (3) Given the reactants C([O:8][C:9]1[N:14]=[C:13]2[NH:15][CH:16]=[N:17][C:12]2=[CH:11][CH:10]=1)C1C=CC=CC=1.[F:18][C:19]1[C:24]([C:25]([F:28])([F:27])[F:26])=[CH:23][CH:22]=[CH:21][C:20]=1B(O)O, predict the reaction product. The product is: [F:18][C:19]1[C:24]([C:25]([F:26])([F:27])[F:28])=[CH:23][CH:22]=[CH:21][C:20]=1[N:15]1[C:13]2=[N:14][C:9]([OH:8])=[CH:10][CH:11]=[C:12]2[N:17]=[CH:16]1. (4) Given the reactants [CH2:1]([O:3][C:4]([C@@H:6]1[CH2:10][C@H:9]([NH:11][C:12](=[O:32])[CH2:13][CH2:14][CH2:15][CH2:16][CH:17]([C:25]2[CH:30]=[CH:29][C:28]([F:31])=[CH:27][CH:26]=2)[C:18]2[CH:23]=[CH:22][C:21]([F:24])=[CH:20][CH:19]=2)[CH2:8][NH:7]1)=[O:5])[CH3:2].[C:33]([C:37]1[CH:38]=[C:39]([CH:43]=[C:44]([C:48]([CH3:51])([CH3:50])[CH3:49])[C:45]=1[O:46][CH3:47])[C:40](O)=[O:41])([CH3:36])([CH3:35])[CH3:34].C(Cl)CCl, predict the reaction product. The product is: [CH2:1]([O:3][C:4]([C@@H:6]1[CH2:10][C@H:9]([NH:11][C:12](=[O:32])[CH2:13][CH2:14][CH2:15][CH2:16][CH:17]([C:18]2[CH:19]=[CH:20][C:21]([F:24])=[CH:22][CH:23]=2)[C:25]2[CH:30]=[CH:29][C:28]([F:31])=[CH:27][CH:26]=2)[CH2:8][N:7]1[C:40](=[O:41])[C:39]1[CH:43]=[C:44]([C:48]([CH3:49])([CH3:50])[CH3:51])[C:45]([O:46][CH3:47])=[C:37]([C:33]([CH3:36])([CH3:35])[CH3:34])[CH:38]=1)=[O:5])[CH3:2].